Dataset: Peptide-MHC class II binding affinity with 134,281 pairs from IEDB. Task: Regression. Given a peptide amino acid sequence and an MHC pseudo amino acid sequence, predict their binding affinity value. This is MHC class II binding data. (1) The peptide sequence is HELIMKDGRKLVVPCR. The MHC is DRB1_1302 with pseudo-sequence DRB1_1302. The binding affinity (normalized) is 0.782. (2) The peptide sequence is YDKFLANVSRVLTGK. The MHC is DRB1_0701 with pseudo-sequence DRB1_0701. The binding affinity (normalized) is 0.809. (3) The peptide sequence is YDKFLANVSTVLTTK. The MHC is DRB1_0401 with pseudo-sequence DRB1_0401. The binding affinity (normalized) is 0.762.